Dataset: Reaction yield outcomes from USPTO patents with 853,638 reactions. Task: Predict the reaction yield, written as a fraction of the theoretical maximum amount of product (1.0 means a 100% yield; for example, 0.34 means a 34% yield). (1) The reactants are S[C:2]1[N:3]=[C:4]([OH:14])[C:5]2[CH2:13][CH2:12][CH2:11][CH2:10][CH2:9][CH2:8][C:6]=2[N:7]=1. The catalyst is [Ni].CCO. The product is [N:7]1[C:6]2[CH2:8][CH2:9][CH2:10][CH2:11][CH2:12][CH2:13][C:5]=2[C:4]([OH:14])=[N:3][CH:2]=1. The yield is 0.780. (2) The reactants are [CH3:1][O:2][C:3]1[CH:28]=[CH:27][CH:26]=[CH:25][C:4]=1[CH2:5][NH:6][C:7]([C:9]1[N:13]([CH2:14][CH:15]2[CH2:20][CH2:19][NH:18][CH2:17][CH2:16]2)[N:12]=[C:11]([C:21]([F:24])([F:23])[F:22])[CH:10]=1)=[O:8].C(=O)([O-])[O-].[K+].[K+].Br[CH2:36][CH2:37][N:38]([CH3:46])[C:39](=[O:45])[O:40][C:41]([CH3:44])([CH3:43])[CH3:42].Br[C@H]1CCN(C(OC(C)(C)C)=O)C1.OCCN(C)C(=O)OC(C)(C)C. The catalyst is CN(C=O)C. The product is [CH3:1][O:2][C:3]1[CH:28]=[CH:27][CH:26]=[CH:25][C:4]=1[CH2:5][NH:6][C:7]([C:9]1[N:13]([CH2:14][CH:15]2[CH2:20][CH2:19][N:18]([CH2:36][CH2:37][N:38]([CH3:46])[C:39](=[O:45])[O:40][C:41]([CH3:43])([CH3:42])[CH3:44])[CH2:17][CH2:16]2)[N:12]=[C:11]([C:21]([F:22])([F:23])[F:24])[CH:10]=1)=[O:8]. The yield is 0.120. (3) The reactants are [NH2:1][C:2]1[CH:20]=[CH:19][C:5]([O:6][CH2:7][CH2:8][N:9]2[CH2:18][CH2:17][C:16]3[C:11](=[CH:12][CH:13]=[CH:14][CH:15]=3)[CH2:10]2)=[CH:4][C:3]=1[N+:21]([O-])=O. The catalyst is CO.[Ni]. The product is [NH2:21][C:3]1[CH:4]=[C:5]([CH:19]=[CH:20][C:2]=1[NH2:1])[O:6][CH2:7][CH2:8][N:9]1[CH2:18][CH2:17][C:16]2[C:11](=[CH:12][CH:13]=[CH:14][CH:15]=2)[CH2:10]1. The yield is 0.960. (4) The reactants are [CH2:1]([O:8][C:9]1[CH:14]=[CH:13][N:12]=[C:11]([NH:15][NH2:16])[CH:10]=1)[C:2]1[CH:7]=[CH:6][CH:5]=[CH:4][CH:3]=1.[CH3:17]OC(OC)OC.CC1C=CC(S(O)(=O)=O)=CC=1. No catalyst specified. The product is [CH2:1]([O:8][C:9]1[CH:14]=[CH:13][N:12]2[CH:17]=[N:16][N:15]=[C:11]2[CH:10]=1)[C:2]1[CH:3]=[CH:4][CH:5]=[CH:6][CH:7]=1. The yield is 0.630. (5) The product is [OH:8][C:9]1[CH:23]=[CH:22][C:12]([CH2:13][CH:14]2[O:18][C:17]([CH3:20])([CH3:19])[O:16][C:15]2=[O:21])=[CH:11][CH:10]=1. The reactants are C([O:8][C:9]1[CH:23]=[CH:22][C:12]([CH2:13][CH:14]2[O:18][C:17]([CH3:20])([CH3:19])[O:16][C:15]2=[O:21])=[CH:11][CH:10]=1)C1C=CC=CC=1. The catalyst is CCOC(C)=O.[Pd]. The yield is 1.00. (6) The reactants are [NH:1]1[CH2:6][CH2:5][NH:4][CH2:3][CH2:2]1.[C:7]1([C:13]([C:21]2[CH:26]=[CH:25][CH:24]=[CH:23][CH:22]=2)([C:15]2[CH:20]=[CH:19][CH:18]=[CH:17][CH:16]=2)Cl)[CH:12]=[CH:11][CH:10]=[CH:9][CH:8]=1.O. The catalyst is CN(C)C=O. The product is [C:7]1([C:13]([C:15]2[CH:16]=[CH:17][CH:18]=[CH:19][CH:20]=2)([C:21]2[CH:22]=[CH:23][CH:24]=[CH:25][CH:26]=2)[N:1]2[CH2:6][CH2:5][NH:4][CH2:3][CH2:2]2)[CH:8]=[CH:9][CH:10]=[CH:11][CH:12]=1. The yield is 0.990. (7) The reactants are [NH2:1][C:2]1[C:3]([C:9]2[CH:18]=[CH:17][C:12]([C:13]([O:15][CH3:16])=[O:14])=[C:11]([F:19])[CH:10]=2)=[N:4][C:5](Br)=[CH:6][N:7]=1.CC1(C)C(C)(C)OB([C:28]2[CH2:37][CH2:36][C:31]3([O:35][CH2:34][CH2:33][O:32]3)[CH2:30][CH:29]=2)O1.C(Cl)Cl.C(=O)([O-])[O-].[Na+].[Na+]. The catalyst is COCCOC.C1C=CC(P(C2C=CC=CC=2)[C-]2C=CC=C2)=CC=1.C1C=CC(P(C2C=CC=CC=2)[C-]2C=CC=C2)=CC=1.Cl[Pd]Cl.[Fe+2].O. The product is [NH2:1][C:2]1[C:3]([C:9]2[CH:18]=[CH:17][C:12]([C:13]([O:15][CH3:16])=[O:14])=[C:11]([F:19])[CH:10]=2)=[N:4][C:5]([C:28]2[CH2:37][CH2:36][C:31]3([O:35][CH2:34][CH2:33][O:32]3)[CH2:30][CH:29]=2)=[CH:6][N:7]=1. The yield is 0.750.